This data is from Full USPTO retrosynthesis dataset with 1.9M reactions from patents (1976-2016). The task is: Predict the reactants needed to synthesize the given product. Given the product [F:30][C:31]([F:42])([F:41])[C:32]1[CH:37]=[CH:36][C:35]([C:23]2[N:28]=[CH:27][C:26]([O:19][CH2:18][CH:14]([C:11]3[CH:12]=[CH:13][C:8]([C:7]([NH:6][CH2:5][CH2:4][C:3]([OH:2])=[O:21])=[O:20])=[CH:9][CH:10]=3)[CH2:15][CH2:16][CH3:17])=[CH:25][CH:24]=2)=[CH:34][CH:33]=1, predict the reactants needed to synthesize it. The reactants are: C[O:2][C:3](=[O:21])[CH2:4][CH2:5][NH:6][C:7](=[O:20])[C:8]1[CH:13]=[CH:12][C:11]([CH:14]([CH2:18][OH:19])[CH2:15][CH2:16][CH3:17])=[CH:10][CH:9]=1.Cl[C:23]1[N:28]=[CH:27][C:26](O)=[CH:25][CH:24]=1.[F:30][C:31]([F:42])([F:41])[C:32]1[CH:37]=[CH:36][C:35](B(O)O)=[CH:34][CH:33]=1.